This data is from Forward reaction prediction with 1.9M reactions from USPTO patents (1976-2016). The task is: Predict the product of the given reaction. (1) Given the reactants [Br:1][C:2]1[CH:7]=[CH:6][C:5]([N+:8]([O-])=O)=[C:4](F)[CH:3]=1.C([O-])([O-])=O.[Cs+].[Cs+].[NH2:18][C@H:19]1[CH2:23][CH2:22][N:21]([C:24]([O:26][C:27]([CH3:30])([CH3:29])[CH3:28])=[O:25])[CH2:20]1.[CH3:31][C:32](OCC)(OCC)OCC, predict the reaction product. The product is: [Br:1][C:2]1[CH:7]=[CH:6][C:5]2[N:8]=[C:31]([CH3:32])[N:18]([C@H:19]3[CH2:23][CH2:22][N:21]([C:24]([O:26][C:27]([CH3:30])([CH3:29])[CH3:28])=[O:25])[CH2:20]3)[C:4]=2[CH:3]=1. (2) Given the reactants [CH2:1]([O:3][P:4]([CH2:9][C:10]1[CH:15]=[CH:14][C:13]([NH:16][C:17]2[N:22]=[C:21]([NH:23][C:24]3[CH:29]=[CH:28][CH:27]=[CH:26][C:25]=3[C:30](=[O:33])[NH:31][CH3:32])[C:20]([C:34]([F:37])([F:36])[F:35])=[CH:19][N:18]=2)=[C:12]([O:38][CH3:39])[CH:11]=1)(=[O:8])[O:5]CC)[CH3:2], predict the reaction product. The product is: [CH3:39][O:38][C:12]1[CH:11]=[C:10]([CH:15]=[CH:14][C:13]=1[NH:16][C:17]1[N:22]=[C:21]([NH:23][C:24]2[CH:29]=[CH:28][CH:27]=[CH:26][C:25]=2[C:30](=[O:33])[NH:31][CH3:32])[C:20]([C:34]([F:36])([F:35])[F:37])=[CH:19][N:18]=1)[CH2:9][P:4](=[O:5])([OH:8])[O:3][CH2:1][CH3:2]. (3) Given the reactants [C:9](O[C:9]([O:11][C:12]([CH3:15])([CH3:14])[CH3:13])=[O:10])([O:11][C:12]([CH3:15])([CH3:14])[CH3:13])=[O:10].C([N:18]1[CH2:24][CH2:23][CH2:22][C:21](=[O:25])[C:20]2[CH:26]=[CH:27][C:28]([C:30]([F:33])([F:32])[F:31])=[CH:29][C:19]1=2)C.[CH:34](N(C(C)C)CC)(C)[CH3:35].CN(C1C=CC=CN=1)C, predict the reaction product. The product is: [C:12]([O:11][C:9]([N:18]1[CH2:24][CH2:23][CH2:22][C:21](=[O:25])[C:20]2[CH:26]=[C:27]([CH2:34][CH3:35])[C:28]([C:30]([F:31])([F:32])[F:33])=[CH:29][C:19]1=2)=[O:10])([CH3:13])([CH3:14])[CH3:15]. (4) Given the reactants [CH3:1][O:2][C:3]1[CH:8]=[CH:7][CH:6]=[CH:5][C:4]=1[CH2:9][NH:10][CH:11]1[CH2:16][CH2:15][N:14]([C:17]([O:19][C:20]([CH3:23])([CH3:22])[CH3:21])=[O:18])[CH2:13][CH2:12]1.C(N(C(C)C)CC)(C)C.[CH3:33][O:34][C:35]1[CH:40]=[CH:39][C:38]([CH2:41][C:42](Cl)=[O:43])=[CH:37][CH:36]=1.O, predict the reaction product. The product is: [CH3:1][O:2][C:3]1[CH:8]=[CH:7][CH:6]=[CH:5][C:4]=1[CH2:9][N:10]([CH:11]1[CH2:16][CH2:15][N:14]([C:17]([O:19][C:20]([CH3:23])([CH3:22])[CH3:21])=[O:18])[CH2:13][CH2:12]1)[C:42](=[O:43])[CH2:41][C:38]1[CH:39]=[CH:40][C:35]([O:34][CH3:33])=[CH:36][CH:37]=1.